Dataset: Reaction yield outcomes from USPTO patents with 853,638 reactions. Task: Predict the reaction yield, written as a fraction of the theoretical maximum amount of product (1.0 means a 100% yield; for example, 0.34 means a 34% yield). (1) The reactants are [O:1]1[CH2:6][CH2:5][CH:4]([CH:7]=[N:8][OH:9])[CH2:3][CH2:2]1.ClN1C(=O)CCC1=O.[C:18]([O:23][CH2:24][CH3:25])(=[O:22])[C:19]#[C:20][CH3:21].C(N(CC)CC)C. The catalyst is CN(C=O)C.C(OC)(C)(C)C. The product is [CH2:24]([O:23][C:18]([C:19]1[C:7]([CH:4]2[CH2:5][CH2:6][O:1][CH2:2][CH2:3]2)=[N:8][O:9][C:20]=1[CH3:21])=[O:22])[CH3:25]. The yield is 0.350. (2) The reactants are Cl[C:2]1[N:15]2[C:6](=[N:7][C:8]3[C:13]([C:14]2=[O:16])=[C:12]([F:17])[CH:11]=[CH:10][CH:9]=3)[C:5]2[CH:18]=[CH:19][N:20]([S:21]([C:24]3[CH:29]=[CH:28][C:27]([CH3:30])=[CH:26][CH:25]=3)(=[O:23])=[O:22])[C:4]=2[N:3]=1.[NH2:31][C:32]1[CH:33]=[C:34]([N:40]([CH3:47])[C:41](=[O:46])[CH2:42][N:43]([CH3:45])[CH3:44])[CH:35]=[CH:36][C:37]=1[O:38][CH3:39]. The catalyst is O1CCCC1. The product is [F:17][C:12]1[CH:11]=[CH:10][CH:9]=[C:8]2[C:13]=1[C:14](=[O:16])[N:15]1[C:2]([NH:31][C:32]3[CH:33]=[C:34]([N:40]([CH3:47])[C:41](=[O:46])[CH2:42][N:43]([CH3:45])[CH3:44])[CH:35]=[CH:36][C:37]=3[O:38][CH3:39])=[N:3][C:4]3[N:20]([S:21]([C:24]4[CH:29]=[CH:28][C:27]([CH3:30])=[CH:26][CH:25]=4)(=[O:23])=[O:22])[CH:19]=[CH:18][C:5]=3[C:6]1=[N:7]2. The yield is 0.950. (3) The reactants are [CH3:1][N:2]([CH3:18])[C:3]1[CH:4]=[C:5]2[C:10](=[CH:11][CH:12]=1)[CH:9]=[C:8]([C:13]#[C:14][C:15](=[O:17])[CH3:16])[CH:7]=[CH:6]2. The catalyst is CO.C(Cl)Cl. The product is [CH3:18][N:2]([CH3:1])[C:3]1[CH:4]=[C:5]2[C:10](=[CH:11][CH:12]=1)[CH:9]=[C:8]([C:13]#[C:14][CH:15]([OH:17])[CH3:16])[CH:7]=[CH:6]2. The yield is 1.00. (4) The reactants are Cl[C:2]1[O:6][N:5]=[C:4]([C:7]2[CH:12]=[CH:11][CH:10]=[CH:9][CH:8]=2)[C:3]=1[C:13]1[O:17][C:16]([C:18]2[CH:23]=[CH:22][C:21]([N:24]3[CH2:29][CH2:28][O:27][CH2:26][CH2:25]3)=[CH:20][C:19]=2[O:30][CH3:31])=[N:15][N:14]=1.[NH:32]1[CH2:37][CH2:36][O:35][CH2:34][CH2:33]1.C(=O)([O-])[O-].[K+].[K+]. No catalyst specified. The product is [CH3:31][O:30][C:19]1[CH:20]=[C:21]([N:24]2[CH2:29][CH2:28][O:27][CH2:26][CH2:25]2)[CH:22]=[CH:23][C:18]=1[C:16]1[O:17][C:13]([C:3]2[C:4]([C:7]3[CH:12]=[CH:11][CH:10]=[CH:9][CH:8]=3)=[N:5][O:6][C:2]=2[N:32]2[CH2:37][CH2:36][O:35][CH2:34][CH2:33]2)=[N:14][N:15]=1. The yield is 0.900. (5) The reactants are [Br:1][C:2]1[CH:7]=[CH:6][C:5]([NH:8][C:9](=[O:20])[C:10]2[CH:15]=[CH:14][C:13](Cl)=[C:12]([N+:17]([O-:19])=[O:18])[CH:11]=2)=[CH:4][CH:3]=1.[C:21]([NH:28][C:29]1[CH:34]=[CH:33][C:32]([OH:35])=[CH:31][CH:30]=1)([O:23][C:24]([CH3:27])([CH3:26])[CH3:25])=[O:22].C(=O)([O-])[O-].[K+].[K+]. The catalyst is CN(C)C=O. The product is [C:24]([O:23][C:21](=[O:22])[NH:28][C:29]1[CH:30]=[CH:31][C:32]([O:35][C:13]2[CH:14]=[CH:15][C:10]([C:9](=[O:20])[NH:8][C:5]3[CH:6]=[CH:7][C:2]([Br:1])=[CH:3][CH:4]=3)=[CH:11][C:12]=2[N+:17]([O-:19])=[O:18])=[CH:33][CH:34]=1)([CH3:27])([CH3:25])[CH3:26]. The yield is 0.970. (6) The reactants are Br[C:2]1[C:10]2[C:9](=[O:11])[N:8]([CH2:12][CH2:13][C:14]3[CH:23]=[CH:22][C:21]4[C:16](=[CH:17][CH:18]=[CH:19][CH:20]=4)[N:15]=3)[N:7]=[CH:6][C:5]=2[S:4][CH:3]=1.[N:24]1[CH:29]=[CH:28][C:27](B(O)O)=[CH:26][CH:25]=1.C([O-])([O-])=O.[K+].[K+]. The catalyst is CC(=O)OCC.CCCCCCC.C1C=CC(P(C2C=CC=CC=2)[C-]2C=CC=C2)=CC=1.C1C=CC(P(C2C=CC=CC=2)[C-]2C=CC=C2)=CC=1.Cl[Pd]Cl.[Fe+2]. The product is [N:24]1[CH:29]=[CH:28][C:27]([C:2]2[C:10]3[C:9](=[O:11])[N:8]([CH2:12][CH2:13][C:14]4[CH:23]=[CH:22][C:21]5[C:16](=[CH:17][CH:18]=[CH:19][CH:20]=5)[N:15]=4)[N:7]=[CH:6][C:5]=3[S:4][CH:3]=2)=[CH:26][CH:25]=1. The yield is 0.694.